From a dataset of Reaction yield outcomes from USPTO patents with 853,638 reactions. Predict the reaction yield, written as a fraction of the theoretical maximum amount of product (1.0 means a 100% yield; for example, 0.34 means a 34% yield). (1) The reactants are Cl[C:2]1[CH:7]=[CH:6][C:5]([N+:8]([O-:10])=[O:9])=[CH:4][N:3]=1.[CH3:11][NH:12][CH2:13][CH2:14][OH:15]. The catalyst is O. The product is [CH3:11][N:12]([C:2]1[CH:7]=[CH:6][C:5]([N+:8]([O-:10])=[O:9])=[CH:4][N:3]=1)[CH2:13][CH2:14][OH:15]. The yield is 0.910. (2) The product is [CH:16]([C:18]1[CH:26]=[CH:25][C:21]([C:22]([O:24][CH:28]([CH3:41])[CH2:29][C:30](=[O:31])[CH:32]2[C:37]([CH3:39])([CH3:38])[CH2:36][CH:35]=[CH:34][CH:33]2[CH3:40])=[O:23])=[CH:20][CH:19]=1)=[CH2:17]. The yield is 0.740. The reactants are C1CCC(N=C=NC2CCCCC2)CC1.[CH:16]([C:18]1[CH:26]=[CH:25][C:21]([C:22]([OH:24])=[O:23])=[CH:20][CH:19]=1)=[CH2:17].O[CH:28]([CH3:41])[CH2:29][C:30]([CH:32]1[C:37]([CH3:39])([CH3:38])[CH2:36][CH:35]=[CH:34][CH:33]1[CH3:40])=[O:31]. The catalyst is C(Cl)Cl.CN(C1C=CN=CC=1)C. (3) The reactants are [Br:1][CH2:2][C:3]([C:5]1[CH:6]=[CH:7][C:8]2[C:17]3[CH:16]=[C:15]4[CH2:18][CH2:19][CH2:20][C:21](=[O:22])[C:14]4=[CH:13][C:12]=3[O:11][CH2:10][C:9]=2[CH:23]=1)=[O:4].[Br-:24].[Br-].[Br-].[NH+]1C=CC=CC=1.[NH+]1C=CC=CC=1.[NH+]1C=CC=CC=1.ClCCl. The catalyst is CO. The product is [Br:24][CH:20]1[CH2:19][CH2:18][C:15]2=[CH:16][C:17]3[C:8]4[CH:7]=[CH:6][C:5]([C:3](=[O:4])[CH2:2][Br:1])=[CH:23][C:9]=4[CH2:10][O:11][C:12]=3[CH:13]=[C:14]2[C:21]1=[O:22]. The yield is 0.840. (4) The reactants are [CH2:1]([O:8][C:9]1[CH:14]=[CH:13][N:12]([C:15]2[CH:16]=[CH:17][C:18]3[C:19]4[CH2:28][NH:27][CH2:26][CH2:25][C:20]=4[N:21]([CH3:24])[C:22]=3[CH:23]=2)[C:11](=[O:29])[CH:10]=1)[C:2]1[CH:7]=[CH:6][CH:5]=[CH:4][CH:3]=1.C(N(CC)CC)C.[C:37](Cl)(=[O:39])[CH3:38]. The catalyst is C(Cl)Cl. The product is [C:37]([N:27]1[CH2:26][CH2:25][C:20]2[N:21]([CH3:24])[C:22]3[CH:23]=[C:15]([N:12]4[CH:13]=[CH:14][C:9]([O:8][CH2:1][C:2]5[CH:3]=[CH:4][CH:5]=[CH:6][CH:7]=5)=[CH:10][C:11]4=[O:29])[CH:16]=[CH:17][C:18]=3[C:19]=2[CH2:28]1)(=[O:39])[CH3:38]. The yield is 0.360. (5) The reactants are COC1C=CC(P2(SP(C3C=CC(OC)=CC=3)(=S)S2)=[S:10])=CC=1.[CH3:23][O:24][C:25]1[CH:26]=[C:27]([NH:33][C:34](=O)[C:35]2[C:40]([F:41])=[CH:39][CH:38]=[CH:37][C:36]=2[F:42])[CH:28]=[C:29]([O:31][CH3:32])[CH:30]=1. The catalyst is C1(C)C=CC=CC=1. The product is [CH3:23][O:24][C:25]1[CH:26]=[C:27]([NH:33][C:34]([C:35]2[C:40]([F:41])=[CH:39][CH:38]=[CH:37][C:36]=2[F:42])=[S:10])[CH:28]=[C:29]([O:31][CH3:32])[CH:30]=1. The yield is 0.960. (6) The reactants are Br[C:2]1[CH:10]=[CH:9][CH:8]=[C:7]2[C:3]=1[C:4]([C:18]([N:20]1[CH2:25][CH2:24][CH:23]([C:26]3[CH:27]=[C:28]([CH:37]=[CH:38][C:39]=3[F:40])[CH2:29][NH:30][C:31](=O)[C:32]([F:35])([F:34])[F:33])[CH2:22][CH2:21]1)=[O:19])=[CH:5][N:6]2[CH2:11][CH2:12][O:13][C:14]([F:17])([F:16])[F:15].[N:41]1[CH:46]=[CH:45][C:44](B(O)O)=[CH:43][CH:42]=1.C(=O)([O-])[O-].[Cs+].[Cs+].C(Cl)Cl.O1CCOCC1.[OH2:65]. The catalyst is C1C=CC(P(C2C=CC=CC=2)[C-]2C=CC=C2)=CC=1.C1C=CC(P(C2C=CC=CC=2)[C-]2C=CC=C2)=CC=1.Cl[Pd]Cl.[Fe+2]. The product is [F:34][C:32]([F:35])([F:33])[C:31]([NH:30][CH2:29][C:28]1[CH:37]=[CH:38][C:39]([F:40])=[C:26]([CH:23]2[CH2:22][CH2:21][N:20]([C:18]([C:4]3[C:3]4[C:7](=[CH:8][CH:9]=[CH:10][C:2]=4[C:44]4[CH:45]=[CH:46][N:41]=[CH:42][CH:43]=4)[N:6]([CH2:11][CH2:12][O:13][C:14]([F:16])([F:17])[F:15])[CH:5]=3)=[O:19])[CH2:25][CH2:24]2)[CH:27]=1)=[O:65]. The yield is 0.940. (7) The reactants are [CH:1]1([CH2:6][CH:7]([C:11]2[CH:16]=[CH:15][C:14]([Cl:17])=[C:13]([Cl:18])[CH:12]=2)[C:8]([OH:10])=O)[CH2:5][CH2:4][CH2:3][CH2:2]1.F[P-](F)(F)(F)(F)F.N1(O[P+](N(C)C)(N(C)C)N(C)C)C2C=CC=CC=2N=N1.C(N(CC)C(C)C)(C)C.S(O)(O)(=O)=O.[NH2:60][C:61]1[NH:62][CH:63]=[CH:64][N:65]=1. The catalyst is CN(C)C=O. The product is [CH:1]1([CH2:6][CH:7]([C:11]2[CH:16]=[CH:15][C:14]([Cl:17])=[C:13]([Cl:18])[CH:12]=2)[C:8]([NH:60][C:61]2[NH:62][CH:63]=[CH:64][N:65]=2)=[O:10])[CH2:2][CH2:3][CH2:4][CH2:5]1. The yield is 0.330.